This data is from Forward reaction prediction with 1.9M reactions from USPTO patents (1976-2016). The task is: Predict the product of the given reaction. (1) Given the reactants [F:1][C:2]([F:15])([F:14])[C:3]1[CH:12]=[C:11]2[C:6]([CH2:7][CH2:8][NH:9][C:10]2=[O:13])=[CH:5][CH:4]=1.I[C:17]1[CH:18]=[N:19][CH:20]=[CH:21][C:22]=1[CH3:23].P([O-])([O-])([O-])=O.[K+].[K+].[K+], predict the reaction product. The product is: [CH3:23][C:22]1[CH:21]=[CH:20][N:19]=[CH:18][C:17]=1[N:9]1[CH2:8][CH2:7][C:6]2[C:11](=[CH:12][C:3]([C:2]([F:1])([F:14])[F:15])=[CH:4][CH:5]=2)[C:10]1=[O:13]. (2) Given the reactants C1C=CC(P(C2C=CC=CC=2)C2C=CC=CC=2)=CC=1.CCOC(/N=N/C(OCC)=O)=O.[C:32]([N:39]1[CH2:42][CH:41]([OH:43])[CH2:40]1)([O:34][C:35]([CH3:38])([CH3:37])[CH3:36])=[O:33].O[C:45]1[CH:46]=[N:47][CH:48]=[CH:49][CH:50]=1, predict the reaction product. The product is: [C:35]([O:34][C:32]([N:39]1[CH2:42][CH:41]([O:43][C:45]2[CH:46]=[N:47][CH:48]=[CH:49][CH:50]=2)[CH2:40]1)=[O:33])([CH3:38])([CH3:37])[CH3:36].